This data is from CYP1A2 inhibition data for predicting drug metabolism from PubChem BioAssay. The task is: Regression/Classification. Given a drug SMILES string, predict its absorption, distribution, metabolism, or excretion properties. Task type varies by dataset: regression for continuous measurements (e.g., permeability, clearance, half-life) or binary classification for categorical outcomes (e.g., BBB penetration, CYP inhibition). Dataset: cyp1a2_veith. (1) The molecule is CC[N+](CC)(CC)CC(=O)Nc1c(C)cccc1C. The result is 0 (non-inhibitor). (2) The drug is O=c1c(-c2cccc(Cl)c2)nc2cncnc2n1Cc1ccccc1. The result is 1 (inhibitor). (3) The compound is Cn1c(=O)[nH]c(=O)c2c1nc(CN(Cc1ccccc1)Cc1ccccc1)n2CCN1CCOCC1. The result is 0 (non-inhibitor). (4) The drug is Cc1cc(SCC(=O)c2ccc(Br)cc2)cc(C)[o+]1. The result is 1 (inhibitor). (5) The result is 1 (inhibitor). The molecule is O=C(c1ccco1)N1CCC[C@@]2(CCN(Cc3ccncc3)C2)C1.